From a dataset of Full USPTO retrosynthesis dataset with 1.9M reactions from patents (1976-2016). Predict the reactants needed to synthesize the given product. (1) Given the product [CH3:8][O:9][CH2:10][CH2:11][CH2:12][CH2:13][O:14][S:21]([C:18]1[CH:19]=[CH:20][C:15]([CH3:25])=[CH:16][CH:17]=1)(=[O:23])=[O:22], predict the reactants needed to synthesize it. The reactants are: C(N(CC)CC)C.[CH3:8][O:9][CH2:10][CH2:11][CH2:12][CH2:13][OH:14].[C:15]1([CH3:25])[CH:20]=[CH:19][C:18]([S:21](Cl)(=[O:23])=[O:22])=[CH:17][CH:16]=1. (2) Given the product [Br:28][CH2:6][CH2:7][N:8]([CH2:24][CH2:25][Cl:26])[C:9]1[C:10]([N+:21]([O-:23])=[O:22])=[CH:11][C:12]([N+:18]([O-:20])=[O:19])=[C:13]([CH:14]=1)[C:15]([NH2:17])=[O:16], predict the reactants needed to synthesize it. The reactants are: CS(O[CH2:6][CH2:7][N:8]([CH2:24][CH2:25][Cl:26])[C:9]1[CH:14]=[C:13]([C:15]([NH2:17])=[O:16])[C:12]([N+:18]([O-:20])=[O:19])=[CH:11][C:10]=1[N+:21]([O-:23])=[O:22])(=O)=O.[Li+].[Br-:28]. (3) Given the product [CH3:18][O:10][C:9]([C:6]1([NH:12][CH3:13])[CH2:7][CH2:8][N:3]([O:2][CH3:1])[CH2:4][CH2:5]1)=[O:11], predict the reactants needed to synthesize it. The reactants are: [CH3:1][O:2][N:3]1[CH2:8][CH2:7][C:6]([NH:12][CH3:13])([C:9]([OH:11])=[O:10])[CH2:5][CH2:4]1.S(Cl)(Cl)=O.[CH3:18]O. (4) Given the product [CH3:1][O:3][N:5]([CH3:8])[C:6]([C:6]([N:5]([O:3][CH3:1])[CH3:8])=[O:7])=[O:7], predict the reactants needed to synthesize it. The reactants are: [CH2:1]([OH:3])C.C[N:5]([CH3:8])[CH:6]=[O:7]. (5) Given the product [Cl:1][C:2]1[CH:3]=[C:4]([CH:7]=[CH:8][C:9]=1[O:10][CH3:11])[CH2:5][O:6][C:19]1[C:20]([C:21]([O:23][CH2:24][CH3:25])=[O:22])=[CH:15][N:16]=[C:17]([S:26][CH3:27])[N:18]=1, predict the reactants needed to synthesize it. The reactants are: [Cl:1][C:2]1[CH:3]=[C:4]([CH:7]=[CH:8][C:9]=1[O:10][CH3:11])[CH2:5][OH:6].[H-].[Na+].Cl[C:15]1[C:20]([C:21]([O:23][CH2:24][CH3:25])=[O:22])=[CH:19][N:18]=[C:17]([S:26][CH3:27])[N:16]=1.O.